This data is from Forward reaction prediction with 1.9M reactions from USPTO patents (1976-2016). The task is: Predict the product of the given reaction. (1) Given the reactants C([O:5][C:6]([NH:8][CH2:9][C:10]([N:12]([CH:25]([C:31]1[C:36]([O:37][CH3:38])=[CH:35][CH:34]=[CH:33][C:32]=1[O:39][CH3:40])C(OCC)=O)[CH2:13][C:14]1[CH:19]=[CH:18][C:17]([O:20][C:21]([F:24])([F:23])[F:22])=[CH:16][CH:15]=1)=[O:11])=O)(C)(C)C.Cl.O1CCOCC1, predict the reaction product. The product is: [CH3:38][O:37][C:36]1[CH:35]=[CH:34][CH:33]=[C:32]([O:39][CH3:40])[C:31]=1[CH:25]1[N:12]([CH2:13][C:14]2[CH:19]=[CH:18][C:17]([O:20][C:21]([F:23])([F:22])[F:24])=[CH:16][CH:15]=2)[C:10](=[O:11])[CH2:9][NH:8][C:6]1=[O:5]. (2) Given the reactants B(Br)(Br)Br.[NH2:5][C:6]1[N:11]=[CH:10][N:9]=[C:8]2[N:12]([CH:16]([C:18]3[C:19]([O:37]C)=[C:20]([C:26]4[CH:27]=[CH:28][C:29]([C:32]([N:34]([CH3:36])[CH3:35])=[O:33])=[N:30][CH:31]=4)[C:21]([CH3:25])=[C:22]([Cl:24])[CH:23]=3)[CH3:17])[N:13]=[C:14]([CH3:15])[C:7]=12.Cl, predict the reaction product. The product is: [NH2:5][C:6]1[N:11]=[CH:10][N:9]=[C:8]2[N:12]([CH:16]([C:18]3[C:19]([OH:37])=[C:20]([C:26]4[CH:27]=[CH:28][C:29]([C:32]([N:34]([CH3:36])[CH3:35])=[O:33])=[N:30][CH:31]=4)[C:21]([CH3:25])=[C:22]([Cl:24])[CH:23]=3)[CH3:17])[N:13]=[C:14]([CH3:15])[C:7]=12. (3) The product is: [CH2:22]([O:21][CH2:20][C:17]1[CH:18]=[CH:19][C:14]([N:11]2[C:12]([CH3:13])=[C:8]([C:6]([OH:7])=[O:5])[CH:9]=[N:10]2)=[N:15][CH:16]=1)[CH3:23]. Given the reactants [OH-].[Na+].C([O:5][C:6]([C:8]1[CH:9]=[N:10][N:11]([C:14]2[CH:19]=[CH:18][C:17]([CH2:20][O:21][CH2:22][CH3:23])=[CH:16][N:15]=2)[C:12]=1[CH3:13])=[O:7])C, predict the reaction product. (4) Given the reactants CN(C)C1(C2C=CC=CC=2)CCC(N)CC1.O(CCCC([Cl:29])=O)C1C=CC=CC=1.[CH3:30][N:31]([CH3:57])[C:32]1([C:51]2[CH:56]=[CH:55][CH:54]=[CH:53][CH:52]=2)[CH2:37][CH2:36][CH:35]([NH:38][C:39](=[O:50])[CH2:40][CH2:41][CH2:42][O:43][C:44]2[CH:49]=[CH:48][CH:47]=[CH:46][CH:45]=2)[CH2:34][CH2:33]1.Cl.Cl[Si](C)(C)C, predict the reaction product. The product is: [ClH:29].[CH3:57][N:31]([CH3:30])[C:32]1([C:51]2[CH:56]=[CH:55][CH:54]=[CH:53][CH:52]=2)[CH2:33][CH2:34][CH:35]([NH:38][C:39](=[O:50])[CH2:40][CH2:41][CH2:42][O:43][C:44]2[CH:49]=[CH:48][CH:47]=[CH:46][CH:45]=2)[CH2:36][CH2:37]1. (5) Given the reactants BrC1C=C(C[N:11]([CH2:20][C:21]2[C:22]([NH:34][CH:35]3[CH2:40][CH2:39][O:38][CH2:37][CH2:36]3)=[C:23]3[CH:31]=[N:30][N:29]([CH2:32][CH3:33])[C:24]3=[N:25][C:26]=2[CH2:27][CH3:28])[C:12]([C:14]2([C:17]([NH2:19])=[O:18])[CH2:16][CH2:15]2)=[O:13])C=CC=1OC.CC1(C)C(C)(C)OB([C:49]2[CH:50]=[C:51]([CH2:55][CH:56]3[CH2:61][CH2:60][N:59]([C:62]([O:64][C:65]([CH3:68])([CH3:67])[CH3:66])=[O:63])[CH2:58][CH2:57]3)[CH:52]=[CH:53][CH:54]=2)O1.[C:70]([O-:73])([O-])=O.[Na+].[Na+], predict the reaction product. The product is: [CH2:32]([N:29]1[C:24]2=[N:25][C:26]([CH2:27][CH3:28])=[C:21]([CH2:20][NH:11][C:12]([C:14]3([C:17]([NH:19][CH2:55][C:51]4[CH:50]=[CH:49][C:54]([O:73][CH3:70])=[C:53]([C:49]5[CH:54]=[CH:53][CH:52]=[C:51]([CH2:55][CH:56]6[CH2:57][CH2:58][N:59]([C:62]([O:64][C:65]([CH3:68])([CH3:67])[CH3:66])=[O:63])[CH2:60][CH2:61]6)[CH:50]=5)[CH:52]=4)=[O:18])[CH2:15][CH2:16]3)=[O:13])[C:22]([NH:34][CH:35]3[CH2:36][CH2:37][O:38][CH2:39][CH2:40]3)=[C:23]2[CH:31]=[N:30]1)[CH3:33]. (6) Given the reactants [C:1]([C:5]1[CH:9]=[C:8]([NH:10][C:11]([NH:13][C:14]2[C:23]3[C:18](=[CH:19][CH:20]=[CH:21][CH:22]=3)[C:17]([O:24][C:25]3[CH:30]=[CH:29][N:28]=[C:27](Cl)[N:26]=3)=[CH:16][CH:15]=2)=[O:12])[N:7]([C:32]2[CH:33]=[N:34][C:35]([O:38][CH3:39])=[CH:36][CH:37]=2)[N:6]=1)([CH3:4])([CH3:3])[CH3:2].[C:40]([C:42]1[CH:43]=[C:44]([CH:46]=[CH:47][CH:48]=1)[NH2:45])#[CH:41].C([O-])(O)=O.[Na+], predict the reaction product. The product is: [C:1]([C:5]1[CH:9]=[C:8]([NH:10][C:11]([NH:13][C:14]2[C:23]3[C:18](=[CH:19][CH:20]=[CH:21][CH:22]=3)[C:17]([O:24][C:25]3[CH:30]=[CH:29][N:28]=[C:27]([NH:45][C:44]4[CH:46]=[CH:47][CH:48]=[C:42]([C:40]#[CH:41])[CH:43]=4)[N:26]=3)=[CH:16][CH:15]=2)=[O:12])[N:7]([C:32]2[CH:33]=[N:34][C:35]([O:38][CH3:39])=[CH:36][CH:37]=2)[N:6]=1)([CH3:4])([CH3:3])[CH3:2]. (7) Given the reactants Br[C:2]1[CH:7]=[CH:6][C:5]([CH2:8][OH:9])=[C:4]([F:10])[CH:3]=1.[CH3:11][N:12]1[CH:16]=[C:15](B2OC(C)(C)C(C)(C)O2)[CH:14]=[N:13]1.O.C(=O)([O-])[O-].[Na+].[Na+], predict the reaction product. The product is: [F:10][C:4]1[CH:3]=[C:2]([C:15]2[CH:14]=[N:13][N:12]([CH3:11])[CH:16]=2)[CH:7]=[CH:6][C:5]=1[CH2:8][OH:9].